From a dataset of NCI-60 drug combinations with 297,098 pairs across 59 cell lines. Regression. Given two drug SMILES strings and cell line genomic features, predict the synergy score measuring deviation from expected non-interaction effect. (1) Drug 1: C1C(C(OC1N2C=NC3=C2NC=NCC3O)CO)O. Drug 2: C1CCC(C(C1)N)N.C(=O)(C(=O)[O-])[O-].[Pt+4]. Cell line: MDA-MB-435. Synergy scores: CSS=9.24, Synergy_ZIP=-6.00, Synergy_Bliss=1.15, Synergy_Loewe=-8.97, Synergy_HSA=-0.346. (2) Drug 1: COC1=C(C=C2C(=C1)N=CN=C2NC3=CC(=C(C=C3)F)Cl)OCCCN4CCOCC4. Drug 2: C1CNP(=O)(OC1)N(CCCl)CCCl. Cell line: SNB-19. Synergy scores: CSS=3.07, Synergy_ZIP=-3.08, Synergy_Bliss=-3.73, Synergy_Loewe=-7.42, Synergy_HSA=-3.37. (3) Drug 2: CN1C2=C(C=C(C=C2)N(CCCl)CCCl)N=C1CCCC(=O)O.Cl. Drug 1: C1=CC(=CC=C1CCC2=CNC3=C2C(=O)NC(=N3)N)C(=O)NC(CCC(=O)O)C(=O)O. Synergy scores: CSS=7.88, Synergy_ZIP=-8.96, Synergy_Bliss=-9.55, Synergy_Loewe=-12.5, Synergy_HSA=-7.44. Cell line: MDA-MB-231. (4) Drug 1: CC1OCC2C(O1)C(C(C(O2)OC3C4COC(=O)C4C(C5=CC6=C(C=C35)OCO6)C7=CC(=C(C(=C7)OC)O)OC)O)O. Drug 2: C1=CC(=CC=C1CC(C(=O)O)N)N(CCCl)CCCl.Cl. Cell line: MCF7. Synergy scores: CSS=35.1, Synergy_ZIP=-5.27, Synergy_Bliss=-4.80, Synergy_Loewe=-7.80, Synergy_HSA=-1.40. (5) Drug 1: C1CN1C2=NC(=NC(=N2)N3CC3)N4CC4. Drug 2: C1CC(=O)NC(=O)C1N2C(=O)C3=CC=CC=C3C2=O. Cell line: HCC-2998. Synergy scores: CSS=34.3, Synergy_ZIP=4.58, Synergy_Bliss=2.92, Synergy_Loewe=-15.2, Synergy_HSA=-0.120. (6) Drug 1: CC1CCC2CC(C(=CC=CC=CC(CC(C(=O)C(C(C(=CC(C(=O)CC(OC(=O)C3CCCCN3C(=O)C(=O)C1(O2)O)C(C)CC4CCC(C(C4)OC)O)C)C)O)OC)C)C)C)OC. Drug 2: CC=C1C(=O)NC(C(=O)OC2CC(=O)NC(C(=O)NC(CSSCCC=C2)C(=O)N1)C(C)C)C(C)C. Cell line: CCRF-CEM. Synergy scores: CSS=18.2, Synergy_ZIP=-3.25, Synergy_Bliss=-5.05, Synergy_Loewe=-25.8, Synergy_HSA=-6.18. (7) Drug 1: CC1=C(C=C(C=C1)NC2=NC=CC(=N2)N(C)C3=CC4=NN(C(=C4C=C3)C)C)S(=O)(=O)N.Cl. Drug 2: C1C(C(OC1N2C=NC3=C2NC=NCC3O)CO)O. Cell line: RPMI-8226. Synergy scores: CSS=4.55, Synergy_ZIP=9.02, Synergy_Bliss=11.8, Synergy_Loewe=7.85, Synergy_HSA=4.54. (8) Drug 1: CN1C(=O)N2C=NC(=C2N=N1)C(=O)N. Drug 2: CN1C2=C(C=C(C=C2)N(CCCl)CCCl)N=C1CCCC(=O)O.Cl. Cell line: OVCAR-5. Synergy scores: CSS=0.922, Synergy_ZIP=0.967, Synergy_Bliss=1.71, Synergy_Loewe=-0.578, Synergy_HSA=-0.929. (9) Drug 1: C1CCC(CC1)NC(=O)N(CCCl)N=O. Drug 2: CN(CC1=CN=C2C(=N1)C(=NC(=N2)N)N)C3=CC=C(C=C3)C(=O)NC(CCC(=O)O)C(=O)O. Cell line: MDA-MB-231. Synergy scores: CSS=4.67, Synergy_ZIP=3.80, Synergy_Bliss=9.47, Synergy_Loewe=2.15, Synergy_HSA=2.90.